Dataset: Full USPTO retrosynthesis dataset with 1.9M reactions from patents (1976-2016). Task: Predict the reactants needed to synthesize the given product. (1) Given the product [CH3:15][O:14][C:6]1[CH:7]=[C:8]([N+:11]([O-:13])=[O:12])[CH:9]=[CH:10][C:5]=1[O:4][CH2:3][CH2:2][N:19]1[CH2:20][CH:21]([CH3:23])[CH2:22][CH:17]([CH3:16])[CH2:18]1, predict the reactants needed to synthesize it. The reactants are: Br[CH2:2][CH2:3][O:4][C:5]1[CH:10]=[CH:9][C:8]([N+:11]([O-:13])=[O:12])=[CH:7][C:6]=1[O:14][CH3:15].[CH3:16][CH:17]1[CH2:22][CH:21]([CH3:23])[CH2:20][NH:19][CH2:18]1. (2) The reactants are: [BH4-].[Na+].[Br:3][C:4]1[CH:5]=[C:6]2[C:11](=[CH:12][CH:13]=1)[CH:10]=[N:9][CH:8]=[CH:7]2.[C:14](O)(=[O:16])[CH3:15]. Given the product [Br:3][C:4]1[CH:5]=[C:6]2[C:11](=[CH:12][CH:13]=1)[CH2:10][N:9]([C:14](=[O:16])[CH3:15])[CH:8]=[CH:7]2, predict the reactants needed to synthesize it.